From a dataset of Full USPTO retrosynthesis dataset with 1.9M reactions from patents (1976-2016). Predict the reactants needed to synthesize the given product. (1) Given the product [Cl:1][C:2]1[CH:3]=[C:4]([CH:14]=[C:15]([Cl:17])[CH:16]=1)[CH2:5][CH:6]([C:10](=[O:13])[CH2:11][CH3:12])[C:7](=[O:9])[CH3:8], predict the reactants needed to synthesize it. The reactants are: [Cl:1][C:2]1[CH:3]=[C:4]([CH:14]=[C:15]([Cl:17])[CH:16]=1)/[CH:5]=[C:6](\[C:10](=[O:13])[CH2:11][CH3:12])/[C:7](=[O:9])[CH3:8].ClC1C=C(C=C(Cl)C=1)/C=C(/C(=O)CC)\C(=O)C. (2) Given the product [CH2:1]([C:3]1[C:4](=[O:18])[N:5]=[C:6]([CH2:9][CH2:10][C:11]2[CH:12]=[CH:13][C:14]([F:17])=[CH:15][CH:16]=2)[N:7]([CH2:20][C:21]([O:23][C:24]([CH3:27])([CH3:26])[CH3:25])=[O:22])[CH:8]=1)[CH3:2], predict the reactants needed to synthesize it. The reactants are: [CH2:1]([C:3]1[C:4](=[O:18])[N:5]=[C:6]([CH2:9][CH2:10][C:11]2[CH:16]=[CH:15][C:14]([F:17])=[CH:13][CH:12]=2)[NH:7][CH:8]=1)[CH3:2].I[CH2:20][C:21]([O:23][C:24]([CH3:27])([CH3:26])[CH3:25])=[O:22].C(N(C(C)C)CC)(C)C. (3) Given the product [C:1]([O:4][C@@H:5]1[CH2:9][C@@H:8]([C@@H:10]([CH2:21][NH:22][C:23](=[O:39])[CH2:24][CH2:25][CH2:26][CH2:27][CH2:28][CH2:29][CH2:30][CH2:31][CH2:32][CH2:33][CH2:34][CH2:35][CH2:36][CH2:37][CH3:38])[OH:11])[O:7][C@H:6]1[N:40]1[CH:45]=[CH:44][C:43](=[O:46])[NH:42][C:41]1=[O:47])(=[O:3])[CH3:2], predict the reactants needed to synthesize it. The reactants are: [C:1]([O:4][C@@H:5]1[CH2:9][C@@H:8]([C@@H:10]([CH2:21][NH:22][C:23](=[O:39])[CH2:24][CH2:25][CH2:26][CH2:27][CH2:28][CH2:29][CH2:30][CH2:31][CH2:32][CH2:33][CH2:34][CH2:35][CH2:36][CH2:37][CH3:38])[O:11]CC2C=CC(OC)=CC=2)[O:7][C@H:6]1[N:40]1[CH:45]=[CH:44][C:43](=[O:46])[NH:42][C:41]1=[O:47])(=[O:3])[CH3:2].C(Cl)Cl.FC(F)(F)C(O)=O.